The task is: Predict the product of the given reaction.. This data is from Forward reaction prediction with 1.9M reactions from USPTO patents (1976-2016). (1) Given the reactants C(O[CH2:4][CH:5]([C:11]([O:13]CC)=O)[C:6]([O:8][CH2:9][CH3:10])=[O:7])C.[NH2:16][C:17]1[CH:22]=[CH:21][CH:20]=[C:19]([CH3:23])[CH:18]=1, predict the reaction product. The product is: [OH:13][C:11]1[C:22]2[C:17](=[CH:18][C:19]([CH3:23])=[CH:20][CH:21]=2)[N:16]=[CH:4][C:5]=1[C:6]([O:8][CH2:9][CH3:10])=[O:7]. (2) Given the reactants Br[C:2]1[CH:3]=[N:4][CH:5]=[C:6](/[CH:8]=[CH:9]/[CH:10]([CH3:12])[CH3:11])[CH:7]=1.FC1N=CC(C(C)C)=CC=1[C:16]#[N:17], predict the reaction product. The product is: [CH3:11][CH:10]([CH3:12])/[CH:9]=[CH:8]/[C:6]1[CH:5]=[N:4][CH:3]=[C:2]([CH:7]=1)[C:16]#[N:17]. (3) The product is: [F:23][CH:2]([F:1])[O:3][C:4]1[C:5]([O:22][CH2:31][C:32]2([CH3:36])[CH2:35][O:34][CH2:33]2)=[C:6]([C:12]2[CH:13]=[C:14]3[C:18](=[CH:19][CH:20]=2)[C:17](=[O:21])[O:16][CH2:15]3)[CH:7]=[CH:8][C:9]=1[O:10][CH3:11]. Given the reactants [F:1][CH:2]([F:23])[O:3][C:4]1[C:5]([OH:22])=[C:6]([C:12]2[CH:13]=[C:14]3[C:18](=[CH:19][CH:20]=2)[C:17](=[O:21])[O:16][CH2:15]3)[CH:7]=[CH:8][C:9]=1[O:10][CH3:11].C(=O)([O-])[O-].[K+].[K+].Br[CH2:31][C:32]1([CH3:36])[CH2:35][O:34][CH2:33]1, predict the reaction product. (4) The product is: [CH3:5][O:6][C:7]1[CH:8]=[C:9]([C:15](=[N:30][OH:31])[CH2:16][N:17]([CH3:28])[C:18](=[O:27])/[CH:19]=[CH:20]/[C:21]2[CH:22]=[N:23][CH:24]=[CH:25][CH:26]=2)[CH:10]=[CH:11][C:12]=1[O:13][CH3:14]. Given the reactants C(O)(=O)C.[CH3:5][O:6][C:7]1[CH:8]=[C:9]([C:15](=O)[CH2:16][N:17]([CH3:28])[C:18](=[O:27])/[CH:19]=[CH:20]/[C:21]2[CH:22]=[N:23][CH:24]=[CH:25][CH:26]=2)[CH:10]=[CH:11][C:12]=1[O:13][CH3:14].[NH2:30][OH:31].O, predict the reaction product. (5) Given the reactants [CH3:1][NH:2][CH2:3][C:4]1[N:5]([CH3:13])[C:6]2[C:11]([CH:12]=1)=[CH:10][CH:9]=[CH:8][CH:7]=2.CNCC1C=CC2C(=CC=CC=2)C=1CCC.[ClH:30].[O:31]=[C:32]1[C@H:41]2[N:37]([CH2:38][CH2:39][CH2:40]2)[CH2:36][C:35]2[CH:42]=[C:43](/[CH:46]=[CH:47]/[C:48](O)=[O:49])[CH:44]=[N:45][C:34]=2[NH:33]1.Cl.CN1CC2C=C(/C=C/C(O)=O)C=NC=2NC(=O)C1, predict the reaction product. The product is: [ClH:30].[CH3:1][N:2]([CH2:3][C:4]1[N:5]([CH3:13])[C:6]2[C:11]([CH:12]=1)=[CH:10][CH:9]=[CH:8][CH:7]=2)[C:48](=[O:49])/[CH:47]=[CH:46]/[C:43]1[CH:44]=[N:45][C:34]2[NH:33][C:32](=[O:31])[C@H:41]3[N:37]([CH2:38][CH2:39][CH2:40]3)[CH2:36][C:35]=2[CH:42]=1. (6) Given the reactants CC(C)([O-])C.[K+].[CH2:7]([NH:14][CH2:15][C@@H:16]1[O:21][C:20]2[CH:22]=[C:23]([N+:26]([O-:28])=[O:27])[CH:24]=[CH:25][C:19]=2[O:18][CH2:17]1)[C:8]1[CH:13]=[CH:12][CH:11]=[CH:10][CH:9]=1.ClC1C=CC(O[CH2:35][C:36]#[N:37])=CC=1.Cl, predict the reaction product. The product is: [CH2:7]([NH:14][CH2:15][C@H:16]1[CH2:17][O:18][C:19]2[CH:25]=[CH:24][C:23]([N+:26]([O-:28])=[O:27])=[C:22]([CH2:35][C:36]#[N:37])[C:20]=2[O:21]1)[C:8]1[CH:13]=[CH:12][CH:11]=[CH:10][CH:9]=1. (7) Given the reactants Cl[C:2]1[C:3]2[C:8]([N:9]=[C:10]3[C:15]=1[CH:14]=[C:13]([O:16][CH3:17])[CH:12]=[CH:11]3)=[CH:7][CH:6]=[CH:5][CH:4]=2.[CH2:18]([N:20]1[CH2:25][CH2:24][CH:23]([NH2:26])[CH2:22][CH2:21]1)[CH3:19], predict the reaction product. The product is: [CH2:18]([N:20]1[CH2:25][CH2:24][CH:23]([NH:26][C:2]2[C:3]3[C:8]([N:9]=[C:10]4[C:15]=2[CH:14]=[C:13]([O:16][CH3:17])[CH:12]=[CH:11]4)=[CH:7][CH:6]=[CH:5][CH:4]=3)[CH2:22][CH2:21]1)[CH3:19].